This data is from Forward reaction prediction with 1.9M reactions from USPTO patents (1976-2016). The task is: Predict the product of the given reaction. The product is: [OH:1][CH:2]1[CH2:6][CH2:5][N:4]([C:7]([N:9]2[CH2:14][CH:13]([C:15]3[CH:16]=[CH:17][C:18]([O:21][C:22]([F:23])([F:25])[F:24])=[CH:19][CH:20]=3)[CH2:12][CH:11]([C:26]3[O:28][N:33]=[C:31]([CH3:32])[N:30]=3)[CH2:10]2)=[O:8])[CH2:3]1. Given the reactants [OH:1][CH:2]1[CH2:6][CH2:5][N:4]([C:7]([N:9]2[CH2:14][CH:13]([C:15]3[CH:20]=[CH:19][C:18]([O:21][C:22]([F:25])([F:24])[F:23])=[CH:17][CH:16]=3)[CH2:12][CH:11]([C:26]([OH:28])=O)[CH2:10]2)=[O:8])[CH2:3]1.O[NH:30][C:31](=[NH:33])[CH3:32], predict the reaction product.